This data is from Full USPTO retrosynthesis dataset with 1.9M reactions from patents (1976-2016). The task is: Predict the reactants needed to synthesize the given product. (1) Given the product [CH3:11][N:10]([C@H:2]([CH3:1])[CH2:3][C:4]1[CH:5]=[CH:6][CH:7]=[CH:8][CH:9]=1)[C:12]([N:14]1[CH:18]=[CH:17][N:16]=[CH:15]1)=[O:13], predict the reactants needed to synthesize it. The reactants are: [CH3:1][C@H:2]([NH:10][CH3:11])[CH2:3][C:4]1[CH:9]=[CH:8][CH:7]=[CH:6][CH:5]=1.[C:12](N1C=CN=C1)([N:14]1[CH:18]=[CH:17][N:16]=[CH:15]1)=[O:13]. (2) Given the product [C:1]([O:5][C:6]([N:8]1[CH2:16][C:15]2[C:10](=[CH:11][CH:12]=[C:13]([NH2:17])[CH:14]=2)[CH2:9]1)=[O:7])([CH3:4])([CH3:2])[CH3:3], predict the reactants needed to synthesize it. The reactants are: [C:1]([O:5][C:6]([N:8]1[CH2:16][C:15]2[C:10](=[CH:11][CH:12]=[C:13]([N+:17]([O-])=O)[CH:14]=2)[CH2:9]1)=[O:7])([CH3:4])([CH3:3])[CH3:2]. (3) Given the product [CH2:6]([O:7][CH2:8][CH:9]([CH2:11][OH:12])[OH:10])[CH2:13][CH2:18][CH2:19][CH2:20][CH2:21][CH2:22][CH2:23]/[CH:24]=[CH:25]\[CH2:26][CH2:27][CH2:28][CH2:29][CH2:30][CH2:31][CH2:32][CH3:33], predict the reactants needed to synthesize it. The reactants are: [H-].[Na+].[Na+].[I-].C[C:6]1([CH3:13])[O:10][CH:9]([CH2:11][OH:12])[CH2:8][O:7]1.S(C1C=CC(C)=CC=1)(O[CH2:18][CH2:19][CH2:20][CH2:21][CH2:22][CH2:23][CH2:24][CH2:25]/[CH:26]=[CH:27]\[CH2:28][CH2:29][CH2:30][CH2:31][CH2:32][CH2:33]CC)(=O)=O. (4) Given the product [CH:2]1([NH:8][C:9]2[C:14]([CH3:15])=[C:13]([CH3:16])[N:12]=[C:11]([NH:17][CH2:18][C:19]3[CH:24]=[CH:23][C:22]([CH3:25])=[CH:21][N:20]=3)[N:10]=2)[CH2:3][CH2:4][CH2:5][CH2:6][CH2:7]1, predict the reactants needed to synthesize it. The reactants are: Cl.[CH:2]1([NH:8][C:9]2[C:14]([CH3:15])=[C:13]([CH3:16])[N:12]=[C:11]([NH:17][CH2:18][C:19]3[CH:24]=[CH:23][CH:22]=[CH:21][N:20]=3)[N:10]=2)[CH2:7][CH2:6][CH2:5][CH2:4][CH2:3]1.[CH3:25]C1C=CC(CN)=NC=1. (5) Given the product [NH2:1][C:2]1[N:7]([C:8]2[CH:9]=[CH:10][C:11]([CH2:14][CH2:15][NH:16][C:17]([CH3:18])([C:19]([OH:21])=[O:20])[CH3:26])=[CH:12][CH:13]=2)[C:6](=[O:27])[CH:5]=[CH:4][C:3]=1[C:28](=[O:37])[C:29]1[CH:34]=[CH:33][C:32]([F:35])=[CH:31][C:30]=1[F:36], predict the reactants needed to synthesize it. The reactants are: [NH2:1][C:2]1[N:7]([C:8]2[CH:13]=[CH:12][C:11]([CH2:14][CH2:15][NH:16][C:17]([CH3:26])([C:19]([O:21]C(C)(C)C)=[O:20])[CH3:18])=[CH:10][CH:9]=2)[C:6](=[O:27])[CH:5]=[CH:4][C:3]=1[C:28](=[O:37])[C:29]1[CH:34]=[CH:33][C:32]([F:35])=[CH:31][C:30]=1[F:36].FC(F)(F)C(O)=O. (6) Given the product [CH2:1]([O:3][C:4](=[O:16])[C:5]1[CH:13]=[C:12]([CH2:14][OH:15])[CH:11]=[C:7]([C:8]([N:18]([CH3:17])[CH2:19][CH2:20][CH3:21])=[O:10])[CH:6]=1)[CH3:2], predict the reactants needed to synthesize it. The reactants are: [CH2:1]([O:3][C:4](=[O:16])[C:5]1[CH:13]=[C:12]([CH2:14][OH:15])[CH:11]=[C:7]([C:8]([OH:10])=O)[CH:6]=1)[CH3:2].[CH3:17][NH:18][CH2:19][CH2:20][CH3:21].Cl.CN(C)CCCN=C=NCC.O.ON1C2C=CC=CC=2N=N1. (7) The reactants are: C(O[C:4]([C:6]1[CH:7]=[C:8]2[C:12](=[CH:13][CH:14]=1)[NH:11][N:10]=[C:9]2[C:15]1[CH:24]=[CH:23][C:22]2[C:17](=[CH:18][C:19]([O:25][CH2:26][CH2:27][N:28]3[CH2:32][CH2:31][CH2:30][CH2:29]3)=[CH:20][CH:21]=2)[CH:16]=1)=[NH:5])C.[CH3:33][C:34]([CH3:41])([CH3:40])[CH2:35][C:36]([NH:38][NH2:39])=O.C(N(CC)CC)C. Given the product [CH3:33][C:34]([CH3:41])([CH3:40])[CH2:35][C:36]1[NH:5][C:4]([C:6]2[CH:7]=[C:8]3[C:12](=[CH:13][CH:14]=2)[NH:11][N:10]=[C:9]3[C:15]2[CH:24]=[CH:23][C:22]3[C:17](=[CH:18][C:19]([O:25][CH2:26][CH2:27][N:28]4[CH2:29][CH2:30][CH2:31][CH2:32]4)=[CH:20][CH:21]=3)[CH:16]=2)=[N:39][N:38]=1, predict the reactants needed to synthesize it. (8) Given the product [ClH:1].[CH3:17][O:16][N:13]1[CH2:14][CH2:15][NH:9][NH:10][CH2:11][CH2:12]1, predict the reactants needed to synthesize it. The reactants are: [ClH:1].C(OC([N:9]1[CH2:15][CH2:14][N:13]([O:16][CH3:17])[CH2:12][CH2:11][N:10]1C(OC(C)(C)C)=O)=O)(C)(C)C.Cl.O1CCOCC1. (9) Given the product [F:3][C:4]1[CH:9]=[CH:8][C:7]([B:18]([OH:22])[OH:19])=[C:6]([CH3:11])[C:5]=1[CH3:12], predict the reactants needed to synthesize it. The reactants are: N#N.[F:3][C:4]1[CH:9]=[CH:8][C:7](Br)=[C:6]([CH3:11])[C:5]=1[CH3:12].C([Li])CCC.[B:18](OCC)([O:22]CC)[O:19]CC.Cl.